From a dataset of Reaction yield outcomes from USPTO patents with 853,638 reactions. Predict the reaction yield, written as a fraction of the theoretical maximum amount of product (1.0 means a 100% yield; for example, 0.34 means a 34% yield). (1) The reactants are [H-].[Na+].[CH3:3][C:4]1([CH3:11])[O:8][CH:7]([CH2:9][OH:10])[CH2:6][O:5]1.Br[CH2:13][CH2:14][CH2:15][CH2:16][CH2:17][CH2:18][CH2:19][CH2:20][CH2:21][CH2:22][CH2:23][CH2:24][CH2:25][CH2:26][CH2:27][CH3:28]. The catalyst is CN(C)C=O. The product is [CH3:3][C:4]1([CH3:11])[O:8][CH:7]([CH2:9][O:10][CH2:28][CH2:27][CH2:26][CH2:25][CH2:24][CH2:23][CH2:22][CH2:21][CH2:20][CH2:19][CH2:18][CH2:17][CH2:16][CH2:15][CH2:14][CH3:13])[CH2:6][O:5]1. The yield is 0.570. (2) The reactants are [NH:1]1[CH2:6][CH2:5][CH:4]([C:7]2[S:8][C:9]3[CH:15]=[CH:14][C:13]([C:16]([F:19])([F:18])[F:17])=[CH:12][C:10]=3[N:11]=2)[CH2:3][CH2:2]1.[O:20]1[CH2:22][CH:21]1[CH2:23][N:24]1[C:32]2[CH2:31][CH2:30][N:29]([C:33](=[O:35])[CH3:34])[CH2:28][C:27]=2[C:26]([C:36]2[CH:41]=[CH:40][C:39]([C:42]([F:45])([F:44])[F:43])=[CH:38][CH:37]=2)=[N:25]1. The catalyst is CCO. The product is [OH:20][CH:21]([CH2:22][N:1]1[CH2:6][CH2:5][CH:4]([C:7]2[S:8][C:9]3[CH:15]=[CH:14][C:13]([C:16]([F:19])([F:18])[F:17])=[CH:12][C:10]=3[N:11]=2)[CH2:3][CH2:2]1)[CH2:23][N:24]1[C:32]2[CH2:31][CH2:30][N:29]([C:33](=[O:35])[CH3:34])[CH2:28][C:27]=2[C:26]([C:36]2[CH:41]=[CH:40][C:39]([C:42]([F:45])([F:44])[F:43])=[CH:38][CH:37]=2)=[N:25]1. The yield is 0.800. (3) The reactants are [Si:1]([O:8][CH2:9][C@@H:10]([NH:12][C:13]([C:15]1[N:16]=[C:17]([N:20]2[CH2:23][CH:22](OS(C)(=O)=O)[CH2:21]2)[S:18][CH:19]=1)=[O:14])[CH3:11])([C:4]([CH3:7])([CH3:6])[CH3:5])([CH3:3])[CH3:2].[C:29]([O-:32])(=[S:31])[CH3:30].[K+]. The catalyst is CN(C)C=O. The product is [C:29]([S:31][CH:22]1[CH2:21][N:20]([C:17]2[S:18][CH:19]=[C:15]([C:13](=[O:14])[NH:12][C@@H:10]([CH3:11])[CH2:9][O:8][Si:1]([C:4]([CH3:5])([CH3:7])[CH3:6])([CH3:2])[CH3:3])[N:16]=2)[CH2:23]1)(=[O:32])[CH3:30]. The yield is 0.600. (4) The reactants are [Br:1][C:2]1[CH:3]=[CH:4][C:5]([OH:11])=[C:6]([C:8](=O)[CH3:9])[CH:7]=1.Br[CH2:13][C:14]([O:16][CH3:17])=[O:15].C(=O)([O-])[O-].[K+].[K+]. The catalyst is CN(C)C=O. The product is [Br:1][C:2]1[CH:3]=[CH:4][C:5]2[O:11][C:13]([C:14]([O:16][CH3:17])=[O:15])=[C:8]([CH3:9])[C:6]=2[CH:7]=1. The yield is 0.480.